Task: Predict the reaction yield, written as a fraction of the theoretical maximum amount of product (1.0 means a 100% yield; for example, 0.34 means a 34% yield).. Dataset: Reaction yield outcomes from USPTO patents with 853,638 reactions (1) The reactants are [NH:1]1[C:9]2[C:4](=[CH:5][C:6]([OH:10])=[CH:7][CH:8]=2)[CH:3]=[N:2]1.[CH3:11][C:12]([Si:15](Cl)([CH3:17])[CH3:16])([CH3:14])[CH3:13].N1C=CN=C1. The catalyst is CN(C=O)C. The product is [Si:15]([O:10][C:6]1[CH:5]=[C:4]2[C:9](=[CH:8][CH:7]=1)[NH:1][N:2]=[CH:3]2)([C:12]([CH3:14])([CH3:13])[CH3:11])([CH3:17])[CH3:16]. The yield is 0.680. (2) The reactants are [H-].[Na+].[CH2:3]([OH:6])[CH2:4][OH:5].[Cl:7][C:8]1[C:9]([CH3:36])=[C:10]([C:29]2[CH:30]=[N:31][C:32](F)=[CH:33][CH:34]=2)[C:11]([O:27][CH3:28])=[C:12]([CH:14]([N:16]2[C:20]3=[N:21][CH:22]=[N:23][C:24]([NH2:25])=[C:19]3[C:18]([CH3:26])=[N:17]2)[CH3:15])[CH:13]=1. No catalyst specified. The product is [NH2:25][C:24]1[N:23]=[CH:22][N:21]=[C:20]2[N:16]([CH:14]([C:12]3[C:11]([O:27][CH3:28])=[C:10]([C:29]4[CH:34]=[CH:33][C:32]([O:5][CH2:4][CH2:3][OH:6])=[N:31][CH:30]=4)[C:9]([CH3:36])=[C:8]([Cl:7])[CH:13]=3)[CH3:15])[N:17]=[C:18]([CH3:26])[C:19]=12. The yield is 0.170. (3) No catalyst specified. The yield is 0.670. The product is [C:33]([C:30]1[CH:29]=[CH:28][C:27]([C:25]2[CH:24]=[C:23]([CH3:35])[N:22]=[C:21]([C:17]3[N:16]=[C:15]([C:11]4[CH:10]=[C:9]([S:6]([NH2:5])(=[O:7])=[O:8])[CH:14]=[CH:13][CH:12]=4)[CH:20]=[CH:19][CH:18]=3)[N:26]=2)=[CH:32][CH:31]=1)#[N:34]. The reactants are C([NH:5][S:6]([C:9]1[CH:14]=[CH:13][CH:12]=[C:11]([C:15]2[CH:20]=[CH:19][CH:18]=[C:17]([C:21]3[N:26]=[C:25]([C:27]4[CH:32]=[CH:31][C:30]([C:33]#[N:34])=[CH:29][CH:28]=4)[CH:24]=[C:23]([CH3:35])[N:22]=3)[N:16]=2)[CH:10]=1)(=[O:8])=[O:7])(C)(C)C.C(O)(C(F)(F)F)=O. (4) The reactants are FC(F)(F)C(O)=O.C(OC([NH:15][C@@H:16]([CH2:21][C:22]1[CH:27]=[CH:26][C:25]([O:28][CH:29]([CH3:31])[CH3:30])=[CH:24][CH:23]=1)[C:17]([O:19][CH3:20])=[O:18])=O)(C)(C)C. The catalyst is C(Cl)Cl. The product is [NH2:15][C@@H:16]([CH2:21][C:22]1[CH:23]=[CH:24][C:25]([O:28][CH:29]([CH3:31])[CH3:30])=[CH:26][CH:27]=1)[C:17]([O:19][CH3:20])=[O:18]. The yield is 1.00. (5) The reactants are B.CSC.[CH3:5][O:6][C:7]1[CH:8]=[C:9]([CH:23]=[CH:24][C:25]=1[O:26][CH3:27])[O:10][CH:11]([C:15]1[CH:22]=[CH:21][C:18]([C:19]#[N:20])=[CH:17][CH:16]=1)[CH2:12][CH:13]=[CH2:14].O.B1([O-])O[O:30]1.O.O.O.O.[Na+]. The catalyst is C1COCC1. The product is [CH3:5][O:6][C:7]1[CH:8]=[C:9]([CH:23]=[CH:24][C:25]=1[O:26][CH3:27])[O:10][CH:11]([C:15]1[CH:22]=[CH:21][C:18]([C:19]#[N:20])=[CH:17][CH:16]=1)[CH2:12][CH2:13][CH2:14][OH:30]. The yield is 0.770.